From a dataset of Full USPTO retrosynthesis dataset with 1.9M reactions from patents (1976-2016). Predict the reactants needed to synthesize the given product. (1) The reactants are: Br[C:2]1[CH:7]=[CH:6][CH:5]=[CH:4][N:3]=1.C(N(CC)CC)C.[C:15]([Si:17]([CH3:20])([CH3:19])[CH3:18])#[CH:16].O. Given the product [CH3:18][Si:17]([C:15]#[C:16][C:2]1[CH:7]=[CH:6][CH:5]=[CH:4][N:3]=1)([CH3:20])[CH3:19], predict the reactants needed to synthesize it. (2) The reactants are: O[CH:2]1[CH2:11][CH2:10][CH2:9][C:8]2[CH:7]=[C:6]([NH:12][C:13](=[O:15])[CH3:14])[CH:5]=[CH:4][C:3]1=2.[NH:16]1[CH:20]=[C:19]([C:21]([O:23][CH:24]([CH3:26])[CH3:25])=[O:22])[N:18]=[CH:17]1.C1(P(C2C=CC=CC=2)C2C=CC=CC=2)C=CC=CC=1.N(C(OC)=O)=NC(OC)=O. Given the product [CH:24]([O:23][C:21]([C:19]1[N:18]([CH:2]2[C:3]3[C:8](=[CH:7][C:6]([NH:12][C:13](=[O:15])[CH3:14])=[CH:5][CH:4]=3)[CH2:9][CH2:10][CH2:11]2)[CH:17]=[N:16][CH:20]=1)=[O:22])([CH3:26])[CH3:25], predict the reactants needed to synthesize it. (3) Given the product [CH2:21]([O:28][C:29](=[O:41])[N:30]=[C:31]([NH2:32])[C:33]1[CH:34]=[CH:35][C:36]([CH2:39][NH:40][C:5](=[O:7])[CH:4]([O:3][CH2:1][CH3:2])[N:8]2[CH:12]=[CH:11][C:10]([C:13]3[CH:18]=[CH:17][N:16]=[CH:15][CH:14]=3)=[N:9]2)=[CH:37][CH:38]=1)[C:22]1[CH:27]=[CH:26][CH:25]=[CH:24][CH:23]=1, predict the reactants needed to synthesize it. The reactants are: [CH2:1]([O:3][CH:4]([N:8]1[CH:12]=[CH:11][C:10]([C:13]2[CH:18]=[CH:17][N:16]=[CH:15][CH:14]=2)=[N:9]1)[C:5]([OH:7])=O)[CH3:2].Cl.Cl.[CH2:21]([O:28][C:29](=[O:41])[NH:30][C:31]([C:33]1[CH:38]=[CH:37][C:36]([CH2:39][NH2:40])=[CH:35][CH:34]=1)=[NH:32])[C:22]1[CH:27]=[CH:26][CH:25]=[CH:24][CH:23]=1. (4) Given the product [F:1][C:2]1[CH:3]=[C:4]([C:21]2[CH:22]=[N:23][N:24]3[CH:29]=[CH:28][C:27]([N:30]4[C@H:34]5[C:35]6[CH:36]=[CH:37][CH:38]=[CH:39][C:40]=6[CH2:41][C@H:33]5[O:32][C:31]4=[O:42])=[N:26][C:25]=23)[CH:5]=[CH:6][C:7]=1[C:8]1[N:12]=[CH:11][NH:10][N:9]=1, predict the reactants needed to synthesize it. The reactants are: [F:1][C:2]1[CH:3]=[C:4]([C:21]2[CH:22]=[N:23][N:24]3[CH:29]=[CH:28][C:27]([N:30]4[C@H:34]5[C:35]6[CH:36]=[CH:37][CH:38]=[CH:39][C:40]=6[CH2:41][C@H:33]5[O:32][C:31]4=[O:42])=[N:26][C:25]=23)[CH:5]=[CH:6][C:7]=1[C:8]1[N:12]=[CH:11][N:10](COCC[Si](C)(C)C)[N:9]=1.C(O)(C(F)(F)F)=O. (5) Given the product [CH3:12][O:11][C:9]1[CH:8]=[C:7]2[C:3]([CH:4]=[CH:5][N:6]2[S:13]([C:16]2[CH:21]=[CH:20][CH:19]=[CH:18][CH:17]=2)(=[O:15])=[O:14])=[C:2]([CH:22]=[CH2:23])[CH:10]=1, predict the reactants needed to synthesize it. The reactants are: Br[C:2]1[CH:10]=[C:9]([O:11][CH3:12])[CH:8]=[C:7]2[C:3]=1[CH:4]=[CH:5][N:6]2[S:13]([C:16]1[CH:21]=[CH:20][CH:19]=[CH:18][CH:17]=1)(=[O:15])=[O:14].[CH2:22]([Sn](CCCC)(CCCC)C=C)[CH2:23]CC.